From a dataset of Catalyst prediction with 721,799 reactions and 888 catalyst types from USPTO. Predict which catalyst facilitates the given reaction. (1) Reactant: [NH2:1][C:2]1[S:3][CH:4]=[CH:5][C:6]=1[C:7]#[N:8].[S:9]1[CH:13]=[CH:12][CH:11]=[C:10]1[CH:14]=O.C(O)(C(F)(F)F)=O. Product: [S:9]1[CH:13]=[CH:12][CH:11]=[C:10]1[CH:14]=[N:1][C:2]1[S:3][CH:4]=[CH:5][C:6]=1[C:7]#[N:8]. The catalyst class is: 32. (2) Reactant: C(OC([N:8]1[CH2:17][C:16]2[N:15]=[C:14]3[S:18][C:19]([C:22](=[O:24])[NH2:23])=[C:20]([NH2:21])[C:13]3=[C:12]([C:25]3[S:26][CH:27]=[CH:28][CH:29]=3)[C:11]=2[CH2:10][CH2:9]1)=O)(C)(C)C.C(Cl)(=O)C.N. Product: [NH2:21][C:20]1[C:13]2[C:14](=[N:15][C:16]3[CH2:17][NH:8][CH2:9][CH2:10][C:11]=3[C:12]=2[C:25]2[S:26][CH:27]=[CH:28][CH:29]=2)[S:18][C:19]=1[C:22]([NH2:23])=[O:24]. The catalyst class is: 5. (3) Reactant: [Br:1][C:2]1[S:6][C:5]([C:7]([OH:9])=O)=[CH:4][CH:3]=1.O.O[N:12]1C2C=CC=CC=2N=N1.C(N=C=NCCCN(C)C)C.N. Product: [Br:1][C:2]1[S:6][C:5]([C:7]([NH2:12])=[O:9])=[CH:4][CH:3]=1. The catalyst class is: 3. (4) Reactant: [C:1]1(=[O:12])[C:9]2[C:4](=[CH:5][CH:6]=[CH:7][CH:8]=2)[CH2:3][C:2]1=[N:10]O.O1CCOCC1. Product: [NH2:10][C@@H:2]1[CH2:3][C:4]2[C:9](=[CH:8][CH:7]=[CH:6][CH:5]=2)[C@H:1]1[OH:12]. The catalyst class is: 14. (5) The catalyst class is: 10. Product: [Cl:19][C:7]1[CH:6]=[C:5]2[C:10](=[CH:9][CH:8]=1)[NH:1][CH2:2][CH:3]([NH:11][C:12](=[O:18])[O:13][C:14]([CH3:15])([CH3:17])[CH3:16])[CH2:4]2. Reactant: [NH:1]1[C:10]2[C:5](=[CH:6][CH:7]=[CH:8][CH:9]=2)[CH2:4][CH:3]([NH:11][C:12](=[O:18])[O:13][C:14]([CH3:17])([CH3:16])[CH3:15])[CH2:2]1.[Cl:19]N1C(=O)CCC1=O.O. (6) Reactant: [CH3:16][C:11]1([CH3:17])[C:12]([CH3:15])([CH3:14])[O:13][B:9]([B:9]2[O:13][C:12]([CH3:15])([CH3:14])[C:11]([CH3:17])([CH3:16])[O:10]2)[O:10]1.Br[C:20]1[CH:32]=[CH:31][C:23]([CH2:24][N:25]2[CH2:30][CH2:29][O:28][CH2:27][CH2:26]2)=[C:22]([F:33])[CH:21]=1. Product: [F:33][C:22]1[CH:21]=[C:20]([B:9]2[O:10][C:11]([CH3:16])([CH3:17])[C:12]([CH3:14])([CH3:15])[O:13]2)[CH:32]=[CH:31][C:23]=1[CH2:24][N:25]1[CH2:26][CH2:27][O:28][CH2:29][CH2:30]1. The catalyst class is: 431.